From a dataset of Full USPTO retrosynthesis dataset with 1.9M reactions from patents (1976-2016). Predict the reactants needed to synthesize the given product. (1) Given the product [NH:1]1[C:9]2[C:4](=[CH:5][CH:6]=[CH:7][CH:8]=2)[C:3]([C:26](=[O:28])[CH2:17][C:16]2[CH:20]=[CH:21][CH:22]=[CH:23][C:15]=2[O:14][CH3:13])=[CH:2]1, predict the reactants needed to synthesize it. The reactants are: [NH:1]1[C:9]2[C:4](=[CH:5][CH:6]=[CH:7][CH:8]=2)[CH:3]=[CH:2]1.C[Mg+].[Br-].[CH3:13][O:14][C:15]1[CH:23]=[CH:22][CH:21]=[CH:20][C:16]=1[C:17](Cl)=O.[Cl-].[NH4+].[CH2:26]([O:28]CC)C. (2) Given the product [F:46][C:45]([F:48])([F:47])[S:42]([O:1][C:2]1[CH2:7][CH2:6][N:5]([C:8]([O:10][C:11]([CH3:14])([CH3:13])[CH3:12])=[O:9])[CH2:4][CH:3]=1)(=[O:44])=[O:43], predict the reactants needed to synthesize it. The reactants are: [O:1]=[C:2]1[CH2:7][CH2:6][N:5]([C:8]([O:10][C:11]([CH3:14])([CH3:13])[CH3:12])=[O:9])[CH2:4][CH2:3]1.C([N-]C(C)C)(C)C.[Li+].C(NC(C)C)(C)C.C([Li])CCC.C1C=CC(N([S:42]([C:45]([F:48])([F:47])[F:46])(=[O:44])=[O:43])[S:42]([C:45]([F:48])([F:47])[F:46])(=[O:44])=[O:43])=CC=1. (3) The reactants are: [H-].[Na+].[F:3][C:4]1[CH:13]=[CH:12][CH:11]=[C:10]2[C:5]=1[C:6]([NH:14][C:15]1[CH:16]=[C:17]3[C:21](=[CH:22][CH:23]=1)[NH:20][CH:19]=[CH:18]3)=[N:7][CH:8]=[N:9]2.Cl.[N:25]1[CH:30]=[CH:29][CH:28]=[CH:27][C:26]=1[CH2:31]Cl. Given the product [F:3][C:4]1[CH:13]=[CH:12][CH:11]=[C:10]2[C:5]=1[C:6]([NH:14][C:15]1[CH:16]=[C:17]3[C:21](=[CH:22][CH:23]=1)[N:20]([CH2:31][C:26]1[CH:27]=[CH:28][CH:29]=[CH:30][N:25]=1)[CH:19]=[CH:18]3)=[N:7][CH:8]=[N:9]2, predict the reactants needed to synthesize it.